Dataset: Catalyst prediction with 721,799 reactions and 888 catalyst types from USPTO. Task: Predict which catalyst facilitates the given reaction. The catalyst class is: 2. Product: [Br:1][C:2]1[C:3]([NH:11][CH2:12][C:13]#[CH:14])=[N:4][C:5]([S:9]([CH3:10])=[O:23])=[N:6][C:7]=1[Cl:8]. Reactant: [Br:1][C:2]1[C:3]([NH:11][CH2:12][C:13]#[CH:14])=[N:4][C:5]([S:9][CH3:10])=[N:6][C:7]=1[Cl:8].ClC1C=CC=C(C(OO)=[O:23])C=1.